Task: Regression. Given two drug SMILES strings and cell line genomic features, predict the synergy score measuring deviation from expected non-interaction effect.. Dataset: NCI-60 drug combinations with 297,098 pairs across 59 cell lines Drug 1: C1CN1C2=NC(=NC(=N2)N3CC3)N4CC4. Drug 2: CC12CCC3C(C1CCC2OP(=O)(O)O)CCC4=C3C=CC(=C4)OC(=O)N(CCCl)CCCl.[Na+]. Cell line: HOP-62. Synergy scores: CSS=39.8, Synergy_ZIP=-0.640, Synergy_Bliss=-0.183, Synergy_Loewe=-25.0, Synergy_HSA=0.295.